Dataset: Catalyst prediction with 721,799 reactions and 888 catalyst types from USPTO. Task: Predict which catalyst facilitates the given reaction. (1) Reactant: S(Cl)([Cl:3])=O.[C:5]([O:9][C:10](=[O:19])[NH:11][C:12]1[S:13][C:14]([CH2:17]O)=[CH:15][N:16]=1)([CH3:8])([CH3:7])[CH3:6]. Product: [C:5]([O:9][C:10](=[O:19])[NH:11][C:12]1[S:13][C:14]([CH2:17][Cl:3])=[CH:15][N:16]=1)([CH3:8])([CH3:7])[CH3:6]. The catalyst class is: 2. (2) Reactant: [CH:1](=O)[C:2]1[O:6][CH:5]=[CH:4][CH:3]=1.[CH2:8]([NH2:15])[C:9]1[CH:14]=[CH:13][CH:12]=[CH:11][CH:10]=1. Product: [CH2:8]([NH:15][CH2:1][C:2]1[O:6][CH:5]=[CH:4][CH:3]=1)[C:9]1[CH:14]=[CH:13][CH:12]=[CH:11][CH:10]=1. The catalyst class is: 32. (3) Reactant: [Cl:1][C:2]1[CH:3]=[C:4]([C:10]2([C:34]([F:37])([F:36])[F:35])[O:14][N:13]=[C:12]([C:15]3[CH:16]=[C:17]4[C:21](=[CH:22][CH:23]=3)[C:20]3([CH2:26][N:25](C(OC(C)(C)C)=O)[CH2:24]3)[O:19][CH2:18]4)[CH2:11]2)[CH:5]=[C:6]([Cl:9])[C:7]=1[F:8].Cl. Product: [ClH:1].[Cl:9][C:6]1[CH:5]=[C:4]([C:10]2([C:34]([F:35])([F:37])[F:36])[O:14][N:13]=[C:12]([C:15]3[CH:16]=[C:17]4[C:21](=[CH:22][CH:23]=3)[C:20]3([CH2:24][NH:25][CH2:26]3)[O:19][CH2:18]4)[CH2:11]2)[CH:3]=[C:2]([Cl:1])[C:7]=1[F:8]. The catalyst class is: 5. (4) Reactant: C(OC([N:8]1[CH2:13][CH2:12][N:11]([C:14]2[C:15]3[C:29]([O:30][CH3:31])=[CH:28][N:27]=[CH:26][C:16]=3[N:17]=[C:18]([C:20]3[CH:25]=[CH:24][N:23]=[CH:22][CH:21]=3)[N:19]=2)[CH2:10][CH:9]1[C:32](=[O:41])[NH:33][CH2:34][C:35]1[CH:40]=[CH:39][CH:38]=[CH:37][CH:36]=1)=O)(C)(C)C.C(OC(N1CCN(C2C3C(OC)=CN=CC=3N=C(C3C=CN=CC=3)N=2)CC1C(O)=O)=O)(C)(C)C.ON1C2C=CC=CC=2N=N1.CN1CCOCC1.C(N)C1C=CC=CC=1.Cl.CN(C)CCCN=C=NCC. Product: [CH2:34]([NH:33][C:32]([CH:9]1[CH2:10][N:11]([C:14]2[C:15]3[C:29]([O:30][CH3:31])=[CH:28][N:27]=[CH:26][C:16]=3[N:17]=[C:18]([C:20]3[CH:25]=[CH:24][N:23]=[CH:22][CH:21]=3)[N:19]=2)[CH2:12][CH2:13][NH:8]1)=[O:41])[C:35]1[CH:40]=[CH:39][CH:38]=[CH:37][CH:36]=1. The catalyst class is: 9.